From a dataset of Reaction yield outcomes from USPTO patents with 853,638 reactions. Predict the reaction yield, written as a fraction of the theoretical maximum amount of product (1.0 means a 100% yield; for example, 0.34 means a 34% yield). (1) The reactants are [CH3:1][O:2][C:3]1[CH:8]=[CH:7][CH:6]=[C:5]([O:9][CH3:10])[C:4]=1[OH:11].F[C:13]1[CH:18]=[CH:17][CH:16]=[CH:15][C:14]=1[N+:19]([O-:21])=[O:20].[CH3:22][O:23][C:24]1[CH:37]=[CH:36][CH:35]=[C:34]([O:38][CH3:39])[C:25]=1[O:26][C:27]1[CH:33]=[CH:32][CH:31]=[CH:30][C:28]=1[NH2:29].[NH2:40][C:41]1[S:42][CH:43]=[CH:44][N:45]=1. No catalyst specified. The product is [CH3:10][O:9][C:5]1[CH:6]=[CH:7][CH:8]=[C:3]([O:2][CH3:1])[C:4]=1[O:11][C:13]1[CH:18]=[CH:17][CH:16]=[CH:15][C:14]=1[N+:19]([O-:21])=[O:20].[CH3:39][O:38][C:34]1[CH:35]=[CH:36][CH:37]=[C:24]([O:23][CH3:22])[C:25]=1[O:26][C:27]1[CH:33]=[CH:32][CH:31]=[CH:30][C:28]=1[NH:29][C:4]([NH:40][C:41]1[S:42][CH:43]=[CH:44][N:45]=1)=[O:11]. The yield is 0.630. (2) The reactants are [Br:1]N1C(=O)CCC1=O.C1(P(C2C=CC=CC=2)C2C=CC=CC=2)C=CC=CC=1.[F:28][C:29]1[CH:30]=[C:31]([CH2:35][O:36][CH2:37][CH2:38]O)[CH:32]=[CH:33][CH:34]=1. The catalyst is C(Cl)Cl.[Al]. The product is [Br:1][CH2:38][CH2:37][O:36][CH2:35][C:31]1[CH:32]=[CH:33][CH:34]=[C:29]([F:28])[CH:30]=1. The yield is 0.780. (3) The reactants are [C:1]([O:5][C:6](=[O:29])[C@@H:7]([CH2:19][C@H:20]([CH3:28])[C:21]([O:23][C:24]([CH3:27])([CH3:26])[CH3:25])=[O:22])[NH:8]C(OCC1C=CC=CC=1)=O)([CH3:4])([CH3:3])[CH3:2]. The catalyst is CCOC(C)=O.[Pd]. The product is [C:1]([O:5][C:6](=[O:29])[C@@H:7]([CH2:19][C@H:20]([CH3:28])[C:21]([O:23][C:24]([CH3:27])([CH3:26])[CH3:25])=[O:22])[NH2:8])([CH3:3])([CH3:4])[CH3:2]. The yield is 0.500. (4) The reactants are [Cl:1][C:2]1[CH:7]=[CH:6][C:5]([C:8]2[C:16]3[C:11](=[N:12][CH:13]=[N:14][C:15]=3[NH2:17])[NH:10][N:9]=2)=[CH:4][CH:3]=1.N1[CH:23]=[CH:22][CH:21]=[CH:20][CH:19]=1.CS(Cl)(=O)=O.[C:29]([O-])(O)=O.[Na+].[CH3:34][N:35]([CH:37]=[O:38])C. The catalyst is O.CO.C(Cl)Cl. The product is [NH2:17][C:15]1[N:14]=[CH:13][N:12]=[C:11]2[N:10]([C:37]([NH:35][CH2:34][C:19]3[CH:29]=[CH:23][CH:22]=[CH:21][CH:20]=3)=[O:38])[N:9]=[C:8]([C:5]3[CH:6]=[CH:7][C:2]([Cl:1])=[CH:3][CH:4]=3)[C:16]=12. The yield is 0.640. (5) The reactants are [CH:1]([C:4]1[CH:5]=[C:6]2[C:10](=[C:11]([C:25]3[CH:30]=[CH:29][CH:28]=[CH:27][CH:26]=3)[C:12]=1[O:13][C:14]1[C:19]([F:20])=[C:18]([F:21])[C:17]([F:22])=[C:16]([F:23])[C:15]=1[F:24])[CH2:9][C:8]([CH3:31])=[CH:7]2)([CH3:3])[CH3:2].[H-].[K+].[Cl:34][Si:35](Cl)([CH3:37])[CH3:36]. The catalyst is C1COCC1. The product is [Cl:34][Si:35]([CH:7]1[C:6]2[C:10](=[C:11]([C:25]3[CH:26]=[CH:27][CH:28]=[CH:29][CH:30]=3)[C:12]([O:13][C:14]3[C:19]([F:20])=[C:18]([F:21])[C:17]([F:22])=[C:16]([F:23])[C:15]=3[F:24])=[C:4]([CH:1]([CH3:3])[CH3:2])[CH:5]=2)[CH:9]=[C:8]1[CH3:31])([CH3:37])[CH3:36]. The yield is 0.990. (6) The product is [NH2:13][C:12]1[C:11](=[N:10][NH:9][C:5]2[CH:4]=[CH:3][CH:8]=[C:7]([O:30][CH3:16])[CH:6]=2)[C:14]([NH2:15])=[N:32][N:31]=1. The yield is 0.220. No catalyst specified. The reactants are CO[C:3]1[CH:4]=[C:5]([NH:9][N:10]=[C:11]([C:14]#[N:15])[C:12]#[N:13])[CH:6]=[CH:7][CH:8]=1.[CH3:16]OC1C=CC=C(N)C=1.C(#N)CC#N.[OH2:30].[NH2:31][NH2:32].